Predict the product of the given reaction. From a dataset of Forward reaction prediction with 1.9M reactions from USPTO patents (1976-2016). (1) The product is: [CH3:32][C:28]1[CH:27]=[C:26]([C:24]2[O:23][N:22]=[C:21]([CH:19]([N:16]3[CH2:15][CH2:14][NH:13][CH2:18][CH2:17]3)[CH3:20])[N:25]=2)[CH:31]=[CH:30][CH:29]=1. Given the reactants [N+](C1C=CC=CC=1S([N:13]1[CH2:18][CH2:17][N:16]([CH:19]([C:21]2[N:25]=[C:24]([C:26]3[CH:31]=[CH:30][CH:29]=[C:28]([CH3:32])[CH:27]=3)[O:23][N:22]=2)[CH3:20])[CH2:15][CH2:14]1)(=O)=O)([O-])=O.[Li+].[OH-].SCC(O)=O, predict the reaction product. (2) Given the reactants Br[C:2]1[CH:3]=[N:4][C:5]2[N:6]([CH:8]=[C:9]([CH2:11][O:12][C:13]3[CH:18]=[CH:17][C:16]([F:19])=[CH:15][CH:14]=3)[N:10]=2)[CH:7]=1.[F:20][C:21]1[CH:26]=[CH:25][C:24](B(O)O)=[C:23]([S:30][CH3:31])[CH:22]=1, predict the reaction product. The product is: [F:20][C:21]1[CH:26]=[CH:25][C:24]([C:2]2[CH:3]=[N:4][C:5]3[N:6]([CH:8]=[C:9]([CH2:11][O:12][C:13]4[CH:18]=[CH:17][C:16]([F:19])=[CH:15][CH:14]=4)[N:10]=3)[CH:7]=2)=[C:23]([S:30][CH3:31])[CH:22]=1. (3) Given the reactants [Cl:1][C:2]1[N:3]=[C:4]2[C:9](=[CH:10][CH:11]=1)[N:8]=[CH:7][C:6]([S:12]([CH3:15])(=[O:14])=[O:13])=[C:5]2[NH:16][C:17]1[CH:22]=[CH:21][C:20]([CH2:23][N:24]([CH3:26])[CH3:25])=[CH:19][CH:18]=1.[Cl:27][C:28]1[CH:33]=[C:32](B2OC(C)(C)C(C)(C)O2)[CH:31]=[C:30]([F:43])[C:29]=1[OH:44].C1(N)C(F)=C(F)C(F)=C(N)C=1F.Cl.Cl, predict the reaction product. The product is: [ClH:1].[ClH:27].[Cl:27][C:28]1[CH:33]=[C:32]([C:2]2[CH:11]=[CH:10][C:9]3[C:4](=[C:5]([NH:16][C:17]4[CH:18]=[CH:19][C:20]([CH2:23][N:24]([CH3:26])[CH3:25])=[CH:21][CH:22]=4)[C:6]([S:12]([CH3:15])(=[O:13])=[O:14])=[CH:7][N:8]=3)[N:3]=2)[CH:31]=[C:30]([F:43])[C:29]=1[OH:44]. (4) Given the reactants [CH3:1][O:2][C:3](=[O:20])[C:4]1[CH:9]=[C:8]([NH:10][C:11](=[O:16])[CH2:12][CH2:13][CH2:14]Cl)[CH:7]=[CH:6][C:5]=1[N+:17]([O-:19])=[O:18].N1CCOCC1.C(=O)([O-])[O-].[K+].[K+], predict the reaction product. The product is: [CH3:1][O:2][C:3](=[O:20])[C:4]1[CH:9]=[C:8]([N:10]2[CH2:14][CH2:13][CH2:12][C:11]2=[O:16])[CH:7]=[CH:6][C:5]=1[N+:17]([O-:19])=[O:18].